Dataset: Full USPTO retrosynthesis dataset with 1.9M reactions from patents (1976-2016). Task: Predict the reactants needed to synthesize the given product. (1) Given the product [F:21][C:16]1[CH:15]=[C:14]([CH:19]=[CH:18][C:17]=1[F:20])[CH2:13][N:8]1[CH:7]=[CH:6][C:5]2[C:10](=[CH:11][C:2]([C:30]#[C:29][CH2:28][C:22]3[CH:27]=[CH:26][CH:25]=[CH:24][CH:23]=3)=[CH:3][CH:4]=2)[C:9]1=[O:12], predict the reactants needed to synthesize it. The reactants are: Br[C:2]1[CH:11]=[C:10]2[C:5]([CH:6]=[CH:7][N:8]([CH2:13][C:14]3[CH:19]=[CH:18][C:17]([F:20])=[C:16]([F:21])[CH:15]=3)[C:9]2=[O:12])=[CH:4][CH:3]=1.[C:22]1([CH2:28][C:29]#[CH:30])[CH:27]=[CH:26][CH:25]=[CH:24][CH:23]=1.C(N(CC)CC)C. (2) Given the product [CH2:1]([O:3][C:9]([C:6]1[CH:7]=[CH:8][NH:4][CH:5]=1)=[O:10])[CH3:2], predict the reactants needed to synthesize it. The reactants are: [CH2:1]([OH:3])[CH3:2].[NH:4]1[CH:8]=[CH:7][C:6]([C:9](O)=[O:10])=[CH:5]1.C1(N=C=NC2CCCCC2)CCCCC1. (3) Given the product [Br:1][C:21]1[CH:22]=[C:17]([B:12]2[O:11][C:10]([CH3:24])([CH3:9])[C:14]([CH3:15])([CH3:16])[O:13]2)[C:18]([NH2:23])=[N:19][CH:20]=1, predict the reactants needed to synthesize it. The reactants are: [Br:1]N1C(=O)CCC1=O.[CH3:9][C:10]1([CH3:24])[C:14]([CH3:16])([CH3:15])[O:13][B:12]([C:17]2[C:18]([NH2:23])=[N:19][CH:20]=[CH:21][CH:22]=2)[O:11]1.O. (4) Given the product [OH:24][C:25]1[CH:30]=[CH:29][C:28]([S:31][C:2]2[CH:7]=[CH:6][C:5]([NH:8][C:9](=[O:20])[C:10]3[CH:15]=[CH:14][CH:13]=[C:12]([C:16]([F:19])([F:18])[F:17])[CH:11]=3)=[CH:4][C:3]=2[N+:21]([O-:23])=[O:22])=[CH:27][CH:26]=1, predict the reactants needed to synthesize it. The reactants are: F[C:2]1[CH:7]=[CH:6][C:5]([NH:8][C:9](=[O:20])[C:10]2[CH:15]=[CH:14][CH:13]=[C:12]([C:16]([F:19])([F:18])[F:17])[CH:11]=2)=[CH:4][C:3]=1[N+:21]([O-:23])=[O:22].[OH:24][C:25]1[CH:30]=[CH:29][C:28]([SH:31])=[CH:27][CH:26]=1.C(=O)([O-])[O-].[K+].[K+].